Dataset: Full USPTO retrosynthesis dataset with 1.9M reactions from patents (1976-2016). Task: Predict the reactants needed to synthesize the given product. Given the product [NH3:17].[CH3:38][C:39]1([C:45]2[CH:46]=[C:47]([NH:51][S:52]([CH3:55])(=[O:54])=[O:53])[CH:48]=[CH:49][CH:50]=2)[CH:44]2[CH:40]1[CH2:41][N:42]([C:10](=[O:12])[CH2:9][C:6]1[CH:5]=[CH:4][C:3]([C:2]([F:1])([F:14])[F:13])=[CH:8][CH:7]=1)[CH2:43]2, predict the reactants needed to synthesize it. The reactants are: [F:1][C:2]([F:14])([F:13])[C:3]1[CH:8]=[CH:7][C:6]([CH2:9][C:10]([OH:12])=O)=[CH:5][CH:4]=1.O.O[N:17]1C2C=CC=CC=2N=N1.Cl.CN(C)CCCN=C=NCC.[CH3:38][C:39]1([C:45]2[CH:46]=[C:47]([NH:51][S:52]([CH3:55])(=[O:54])=[O:53])[CH:48]=[CH:49][CH:50]=2)[CH:44]2[CH:40]1[CH2:41][NH:42][CH2:43]2.C(=O)([O-])O.[Na+].